The task is: Predict the reactants needed to synthesize the given product.. This data is from Full USPTO retrosynthesis dataset with 1.9M reactions from patents (1976-2016). (1) Given the product [F:1][C:2]1[CH:10]=[C:9]2[C:5]([C:6]([C:12]3[N:13]=[C:14]4[C:20]([C:21]([NH:25][C:26]([CH3:35])([CH3:34])[C:27]([O:29][C:30]([CH3:33])([CH3:32])[CH3:31])=[O:28])=[O:22])=[CH:19][NH:18][C:15]4=[N:16][CH:17]=3)=[N:7][N:8]2[CH3:11])=[CH:4][CH:3]=1, predict the reactants needed to synthesize it. The reactants are: [F:1][C:2]1[CH:10]=[C:9]2[C:5]([C:6]([C:12]3[N:13]=[C:14]4[C:20]([C:21](O)=[O:22])=[CH:19][NH:18][C:15]4=[N:16][CH:17]=3)=[N:7][N:8]2[CH3:11])=[CH:4][CH:3]=1.Cl.[NH2:25][C:26]([CH3:35])([CH3:34])[C:27]([O:29][C:30]([CH3:33])([CH3:32])[CH3:31])=[O:28].CN(C(ON1N=NC2C=CC=NC1=2)=[N+](C)C)C.F[P-](F)(F)(F)(F)F.CCN(C(C)C)C(C)C. (2) Given the product [CH3:15][C:14]([CH3:17])([CH3:16])[C:13]([NH:12][C:9]1[CH:10]=[CH:11][C:2]2[N:22]3[CH2:23][CH2:24][CH2:25][CH:21]3[CH2:20][CH2:19][C:3]=2[C:4]=1[C:5]([O:7][CH3:8])=[O:6])=[O:18], predict the reactants needed to synthesize it. The reactants are: Br[C:2]1[C:3]([CH2:19][CH2:20][CH:21]2[CH2:25][CH2:24][CH2:23][NH:22]2)=[C:4]([C:9]([NH:12][C:13](=[O:18])[C:14]([CH3:17])([CH3:16])[CH3:15])=[CH:10][CH:11]=1)[C:5]([O:7][CH3:8])=[O:6].C(=O)([O-])[O-].[Cs+].[Cs+].C1(P(C2C=CC=CC=2)C2C=CC3C(=CC=CC=3)C=2C2C3C(=CC=CC=3)C=CC=2P(C2C=CC=CC=2)C2C=CC=CC=2)C=CC=CC=1. (3) Given the product [C:22]([Si:26]([CH3:38])([CH3:37])[O:27][CH2:28][C@H:29]([NH:30][S@@:31]([C:33]([CH3:36])([CH3:35])[CH3:34])=[O:32])[C:12]1[CH:17]=[N:16][C:15]([O:18][CH2:19][CH2:20][CH3:21])=[CH:14][CH:13]=1)([CH3:25])([CH3:24])[CH3:23], predict the reactants needed to synthesize it. The reactants are: C([Li])(C)(C)C.CCCCC.Br[C:12]1[CH:13]=[CH:14][C:15]([O:18][CH2:19][CH2:20][CH3:21])=[N:16][CH:17]=1.[C:22]([Si:26]([CH3:38])([CH3:37])[O:27][CH2:28][CH:29]=[N:30][S@@:31]([C:33]([CH3:36])([CH3:35])[CH3:34])=[O:32])([CH3:25])([CH3:24])[CH3:23]. (4) Given the product [CH2:65]([C:59]1[N:58]([CH2:57][C:54]2[CH:55]=[CH:56][C:51]([C:50]([OH:71])=[O:49])=[C:52]([F:70])[C:53]=2[F:69])[C:62]([CH2:63][NH:64][C:6](=[O:8])[C@@H:5]([SH:4])[CH2:9][CH:10]([CH3:11])[CH3:12])=[CH:61][N:60]=1)[CH2:66][CH2:67][CH3:68], predict the reactants needed to synthesize it. The reactants are: C([S:4][C@@H:5]([CH2:9][CH:10]([CH3:12])[CH3:11])[C:6]([OH:8])=O)(=O)C.CN(C(ON1N=NC2C=CC=NC1=2)=[N+](C)C)C.F[P-](F)(F)(F)(F)F.CCN(C(C)C)C(C)C.Cl.Cl.C[O:49][C:50](=[O:71])[C:51]1[CH:56]=[CH:55][C:54]([CH2:57][N:58]2[C:62]([CH2:63][NH2:64])=[CH:61][N:60]=[C:59]2[CH2:65][CH2:66][CH2:67][CH3:68])=[C:53]([F:69])[C:52]=1[F:70]. (5) Given the product [CH3:1][O:2][C:3](=[O:13])[CH2:4][CH2:5][C:6]1[CH:7]=[CH:8][C:9]([CH3:12])=[CH:10][CH:11]=1, predict the reactants needed to synthesize it. The reactants are: [CH3:1][O:2][C:3](=[O:13])[CH:4]=[CH:5][C:6]1[CH:11]=[CH:10][C:9]([CH3:12])=[CH:8][CH:7]=1.CO.[H][H]. (6) Given the product [CH3:20][C:21]1[CH:22]=[C:23]([CH:24]([C:2]2[CH:7]=[C:6]([CH3:8])[CH:5]=[CH:4][N:3]=2)[OH:25])[O:26][C:27]=1[CH3:28], predict the reactants needed to synthesize it. The reactants are: Br[C:2]1[CH:7]=[C:6]([CH3:8])[CH:5]=[CH:4][N:3]=1.CCCCCC.C([Li])CCC.[CH3:20][C:21]1[CH:22]=[C:23]([O:26][C:27]=1[CH3:28])[CH:24]=[O:25]. (7) Given the product [OH:22][NH:24][C:18]([C:16]1[CH:15]=[CH:14][C:12]2[CH2:13][N:7]([C:1](=[O:6])[C:2]([CH3:5])([CH3:4])[CH3:3])[CH2:8][CH2:9][O:10][C:11]=2[CH:17]=1)=[O:20], predict the reactants needed to synthesize it. The reactants are: [C:1]([N:7]1[CH2:13][C:12]2[CH:14]=[CH:15][C:16]([C:18]([O:20]C)=O)=[CH:17][C:11]=2[O:10][CH2:9][CH2:8]1)(=[O:6])[C:2]([CH3:5])([CH3:4])[CH3:3].[OH-:22].[Na+].[NH2:24]O.Cl.